Dataset: NCI-60 drug combinations with 297,098 pairs across 59 cell lines. Task: Regression. Given two drug SMILES strings and cell line genomic features, predict the synergy score measuring deviation from expected non-interaction effect. (1) Drug 1: C1CC(C1)(C(=O)O)C(=O)O.[NH2-].[NH2-].[Pt+2]. Drug 2: CC1C(C(CC(O1)OC2CC(OC(C2O)C)OC3=CC4=CC5=C(C(=O)C(C(C5)C(C(=O)C(C(C)O)O)OC)OC6CC(C(C(O6)C)O)OC7CC(C(C(O7)C)O)OC8CC(C(C(O8)C)O)(C)O)C(=C4C(=C3C)O)O)O)O. Cell line: OVCAR-8. Synergy scores: CSS=63.5, Synergy_ZIP=0.253, Synergy_Bliss=2.28, Synergy_Loewe=-18.2, Synergy_HSA=1.10. (2) Drug 1: C1CCC(CC1)NC(=O)N(CCCl)N=O. Drug 2: CNC(=O)C1=NC=CC(=C1)OC2=CC=C(C=C2)NC(=O)NC3=CC(=C(C=C3)Cl)C(F)(F)F. Cell line: UO-31. Synergy scores: CSS=13.7, Synergy_ZIP=-13.1, Synergy_Bliss=-15.4, Synergy_Loewe=-16.6, Synergy_HSA=-16.4. (3) Drug 1: CC1=C2C(C(=O)C3(C(CC4C(C3C(C(C2(C)C)(CC1OC(=O)C(C(C5=CC=CC=C5)NC(=O)OC(C)(C)C)O)O)OC(=O)C6=CC=CC=C6)(CO4)OC(=O)C)OC)C)OC. Drug 2: COC1=CC(=CC(=C1O)OC)C2C3C(COC3=O)C(C4=CC5=C(C=C24)OCO5)OC6C(C(C7C(O6)COC(O7)C8=CC=CS8)O)O. Cell line: CCRF-CEM. Synergy scores: CSS=82.5, Synergy_ZIP=4.84, Synergy_Bliss=2.91, Synergy_Loewe=1.86, Synergy_HSA=5.67. (4) Drug 1: C1=CC(=CC=C1C#N)C(C2=CC=C(C=C2)C#N)N3C=NC=N3. Drug 2: CN(CCCl)CCCl.Cl. Cell line: HCT-15. Synergy scores: CSS=31.3, Synergy_ZIP=-6.88, Synergy_Bliss=-9.27, Synergy_Loewe=-6.70, Synergy_HSA=-5.59. (5) Cell line: HOP-92. Synergy scores: CSS=11.2, Synergy_ZIP=-4.10, Synergy_Bliss=-4.01, Synergy_Loewe=-5.06, Synergy_HSA=-3.40. Drug 2: C(CC(=O)O)C(=O)CN.Cl. Drug 1: CN1C(=O)N2C=NC(=C2N=N1)C(=O)N. (6) Drug 1: C1=NC(=NC(=O)N1C2C(C(C(O2)CO)O)O)N. Drug 2: CC12CCC3C(C1CCC2O)C(CC4=C3C=CC(=C4)O)CCCCCCCCCS(=O)CCCC(C(F)(F)F)(F)F. Cell line: UACC-257. Synergy scores: CSS=5.13, Synergy_ZIP=4.35, Synergy_Bliss=1.66, Synergy_Loewe=-0.945, Synergy_HSA=0.729. (7) Drug 1: C1CC(=O)NC(=O)C1N2CC3=C(C2=O)C=CC=C3N. Drug 2: C1C(C(OC1N2C=NC3=C2NC=NCC3O)CO)O. Cell line: MOLT-4. Synergy scores: CSS=-9.69, Synergy_ZIP=0.0800, Synergy_Bliss=-14.0, Synergy_Loewe=-39.0, Synergy_HSA=-17.8. (8) Drug 1: CC(CN1CC(=O)NC(=O)C1)N2CC(=O)NC(=O)C2. Drug 2: CC1C(C(=O)NC(C(=O)N2CCCC2C(=O)N(CC(=O)N(C(C(=O)O1)C(C)C)C)C)C(C)C)NC(=O)C3=C4C(=C(C=C3)C)OC5=C(C(=O)C(=C(C5=N4)C(=O)NC6C(OC(=O)C(N(C(=O)CN(C(=O)C7CCCN7C(=O)C(NC6=O)C(C)C)C)C)C(C)C)C)N)C. Cell line: NCIH23. Synergy scores: CSS=12.0, Synergy_ZIP=-3.03, Synergy_Bliss=5.29, Synergy_Loewe=4.81, Synergy_HSA=4.88. (9) Drug 1: CN1CCC(CC1)COC2=C(C=C3C(=C2)N=CN=C3NC4=C(C=C(C=C4)Br)F)OC. Drug 2: C1=C(C(=O)NC(=O)N1)F. Cell line: MDA-MB-231. Synergy scores: CSS=22.1, Synergy_ZIP=-9.61, Synergy_Bliss=-0.304, Synergy_Loewe=3.08, Synergy_HSA=3.23.